The task is: Predict the reaction yield, written as a fraction of the theoretical maximum amount of product (1.0 means a 100% yield; for example, 0.34 means a 34% yield).. This data is from Reaction yield outcomes from USPTO patents with 853,638 reactions. (1) The reactants are [F:1][P-:2]([F:7])([F:6])([F:5])([F:4])[F:3].F[C:9]1[CH:14]=[CH:13][C:12]([C:15]2[CH:16]=[CH:17][CH:18]=[C:19]3[C:28]=2[S:27][C:26]2[CH:25]=[CH:24][CH:23]=[CH:22][C:21]=2[SH+:20]3)=[CH:11][CH:10]=1.[OH:29][CH2:30][CH:31]([CH2:33][OH:34])[OH:32].[OH-].[K+].O. The catalyst is ClCCl. The product is [F:1][P-:2]([F:7])([F:6])([F:5])([F:4])[F:3].[OH:32][CH:31]([CH2:33][OH:34])[CH2:30][O:29][C:9]1[CH:14]=[CH:13][C:12]([C:15]2[CH:16]=[CH:17][CH:18]=[C:19]3[C:28]=2[S:27][C:26]2[CH:25]=[CH:24][CH:23]=[CH:22][C:21]=2[SH+:20]3)=[CH:11][CH:10]=1. The yield is 0.734. (2) The reactants are [CH2:1](Br)[C:2]1[CH:7]=[CH:6][CH:5]=[CH:4][CH:3]=1.[OH:9][C:10]1[CH:15]=[CH:14][C:13](B(O)O)=[CH:12][CH:11]=1.[O-]P([O-])([O-])=O.[K+].[K+].[K+]. The catalyst is Cl[Pd](Cl)([P](C1C=CC=CC=1)(C1C=CC=CC=1)C1C=CC=CC=1)[P](C1C=CC=CC=1)(C1C=CC=CC=1)C1C=CC=CC=1.CN(C=O)C.O. The product is [CH2:1]([C:13]1[CH:14]=[CH:15][C:10]([OH:9])=[CH:11][CH:12]=1)[C:2]1[CH:7]=[CH:6][CH:5]=[CH:4][CH:3]=1. The yield is 0.280. (3) The reactants are [F:1][C:2]1[CH:7]=[C:6]([I:8])[CH:5]=[CH:4][C:3]=1[NH:9][C:10]1[N:15]([CH3:16])[C:14](=[O:17])[N:13]([CH3:18])[C:12](=[O:19])[C:11]=1[C:20](OC1C=CC=CC=1)=[O:21].C1([C@@H]2[O:40][CH:39]([CH2:41][O:42][NH2:43])[CH2:38][CH2:37][O:36]2)C=CC=CC=1. No catalyst specified. The product is [OH:40][C@@H:39]([CH2:38][CH2:37][OH:36])[CH2:41][O:42][NH:43][C:20]([C:11]1[C:12](=[O:19])[N:13]([CH3:18])[C:14](=[O:17])[N:15]([CH3:16])[C:10]=1[NH:9][C:3]1[CH:4]=[CH:5][C:6]([I:8])=[CH:7][C:2]=1[F:1])=[O:21]. The yield is 0.870. (4) The reactants are CS[C:3]1[NH:4][CH:5]=[C:6]([CH2:10][C:11]2[CH:12]=[N:13][CH:14]=[N:15][CH:16]=2)[C:7](=[O:9])[N:8]=1.[CH3:17][NH:18][CH2:19][CH2:20][C:21]1[CH:26]=[CH:25][C:24]([O:27][C:28]2[CH:33]=[CH:32][CH:31]=[C:30]([C:34]([F:37])([F:36])[F:35])[CH:29]=2)=[CH:23][CH:22]=1. The catalyst is C(O)C. The product is [CH3:17][N:18]([CH2:19][CH2:20][C:21]1[CH:22]=[CH:23][C:24]([O:27][C:28]2[CH:33]=[CH:32][CH:31]=[C:30]([C:34]([F:35])([F:37])[F:36])[CH:29]=2)=[CH:25][CH:26]=1)[C:3]1[NH:4][CH:5]=[C:6]([CH2:10][C:11]2[CH:12]=[N:13][CH:14]=[N:15][CH:16]=2)[C:7](=[O:9])[N:8]=1. The yield is 0.540. (5) The reactants are [CH2:1]([CH:3]([C:6]1[C:10]([C:11](OCC)=[O:12])=[CH:9][N:8]([C:16]2[CH:21]=[CH:20][C:19]([C:22]([F:25])([F:24])[F:23])=[CH:18][N:17]=2)[N:7]=1)[CH2:4][CH3:5])[CH3:2].[H-].C([Al+]CC(C)C)C(C)C.Cl. The catalyst is O1CCCC1.CCCCCC. The product is [CH2:1]([CH:3]([C:6]1[C:10]([CH2:11][OH:12])=[CH:9][N:8]([C:16]2[CH:21]=[CH:20][C:19]([C:22]([F:24])([F:25])[F:23])=[CH:18][N:17]=2)[N:7]=1)[CH2:4][CH3:5])[CH3:2]. The yield is 0.890. (6) The reactants are O1CCCC1.[F:6][C:7]1[CH:25]=[CH:24][C:10]([CH2:11][O:12][C:13]2[N:18]=[CH:17][C:16]([CH2:19][C:20](Cl)=[N:21][OH:22])=[CH:15][CH:14]=2)=[CH:9][CH:8]=1.[C:26]([C:28]1[C:29]([NH2:34])=[N:30][CH:31]=[CH:32][CH:33]=1)#[CH:27].C(N(CC)CC)C. The catalyst is O. The product is [F:6][C:7]1[CH:25]=[CH:24][C:10]([CH2:11][O:12][C:13]2[N:18]=[CH:17][C:16]([CH2:19][C:20]3[CH:27]=[C:26]([C:28]4[C:29]([NH2:34])=[N:30][CH:31]=[CH:32][CH:33]=4)[O:22][N:21]=3)=[CH:15][CH:14]=2)=[CH:9][CH:8]=1. The yield is 0.222. (7) The reactants are [CH:1]([C:3]1[CH:11]=[C:7]([C:8]([OH:10])=[O:9])[C:6]([OH:12])=[CH:5][CH:4]=1)=[O:2].[CH2:13](Br)[C:14]1[CH:19]=[CH:18][CH:17]=[CH:16][CH:15]=1.C(=O)([O-])[O-].[K+].[K+]. The catalyst is C(C(C)=O)C. The product is [CH2:13]([O:9][C:8](=[O:10])[C:7]1[CH:11]=[C:3]([CH:1]=[O:2])[CH:4]=[CH:5][C:6]=1[O:12][CH2:1][C:3]1[CH:11]=[CH:7][CH:6]=[CH:5][CH:4]=1)[C:14]1[CH:19]=[CH:18][CH:17]=[CH:16][CH:15]=1. The yield is 0.575.